From a dataset of CYP2C9 inhibition data for predicting drug metabolism from PubChem BioAssay. Regression/Classification. Given a drug SMILES string, predict its absorption, distribution, metabolism, or excretion properties. Task type varies by dataset: regression for continuous measurements (e.g., permeability, clearance, half-life) or binary classification for categorical outcomes (e.g., BBB penetration, CYP inhibition). Dataset: cyp2c9_veith. The result is 0 (non-inhibitor). The compound is Cc1ccc(C(=O)Nc2nccc(-c3cccs3)n2)cc1.